Dataset: Full USPTO retrosynthesis dataset with 1.9M reactions from patents (1976-2016). Task: Predict the reactants needed to synthesize the given product. (1) Given the product [CH2:1]([CH:3]([CH2:18][CH2:19][CH2:20][CH3:21])[CH2:4][O:5][P:6]([O-:17])([O:8][CH2:9][CH:10]([CH2:15][CH3:16])[CH2:11][CH2:12][CH2:13][CH3:14])=[O:7])[CH3:2].[CH3:23][N+:24]1[CH:28]=[CH:27][N:26]([CH2:29][CH2:30][CH2:31][CH2:32][CH2:33][CH2:34][CH2:35][CH2:36][CH2:37][CH3:38])[CH:25]=1, predict the reactants needed to synthesize it. The reactants are: [CH2:1]([CH:3]([CH2:18][CH2:19][CH2:20][CH3:21])[CH2:4][O:5][P:6]([O-:17])([O:8][CH2:9][CH:10]([CH2:15][CH3:16])[CH2:11][CH2:12][CH2:13][CH3:14])=[O:7])[CH3:2].[Br-].[CH3:23][N+:24]1[CH:28]=[CH:27][N:26]([CH2:29][CH2:30][CH2:31][CH2:32][CH2:33][CH2:34][CH2:35][CH2:36][CH2:37][CH3:38])[CH:25]=1.[OH-].[Na+]. (2) Given the product [F:1][C:2]1[N:7]=[C:6]([C:8]2[C:16]3[C:11](=[CH:12][N:13]=[C:14]([C:17]4[CH:18]=[N:19][N:20]([CH2:22][C:23]([NH2:25])=[O:24])[CH:21]=4)[CH:15]=3)[NH:10][N:9]=2)[CH:5]=[CH:4][CH:3]=1, predict the reactants needed to synthesize it. The reactants are: [F:1][C:2]1[N:7]=[C:6]([C:8]2[C:16]3[C:11](=[CH:12][N:13]=[C:14]([C:17]4[CH:18]=[N:19][N:20]([CH2:22][C:23]([NH2:25])=[O:24])[CH:21]=4)[CH:15]=3)[N:10](C3CCCCO3)[N:9]=2)[CH:5]=[CH:4][CH:3]=1.FC(F)(F)C(O)=O.